This data is from Forward reaction prediction with 1.9M reactions from USPTO patents (1976-2016). The task is: Predict the product of the given reaction. (1) The product is: [NH2:1][C:2]1[S:3][C:4]([C:9]2[CH:10]=[N:11][C:12]([N:15]3[CH2:20][CH2:19][CH2:18][CH2:17][CH2:16]3)=[CH:13][CH:14]=2)=[CH:5][C:6]=1[C:7]([NH2:8])=[O:24]. Given the reactants [NH2:1][C:2]1[S:3][C:4]([C:9]2[CH:10]=[N:11][C:12]([N:15]3[CH2:20][CH2:19][CH2:18][CH2:17][CH2:16]3)=[CH:13][CH:14]=2)=[CH:5][C:6]=1[C:7]#[N:8].C([OH:24])CC.[OH-].[Na+], predict the reaction product. (2) Given the reactants [Cl:1][C:2]1[CH:10]=[CH:9][C:8]2[NH:7][C:6]3[CH2:11][CH2:12][N:13]([CH2:15][CH2:16][CH2:17][CH:18]([C:20]4[CH:25]=[CH:24][C:23]([F:26])=[CH:22][CH:21]=4)[OH:19])[CH2:14][C:5]=3[C:4]=2[CH:3]=1.P([O-])([O-])([O-])=O.[K+].[K+].[K+].N1CCC[C@H]1C(O)=O.Br[CH:44]=[C:45]([C:47]1[CH:52]=[CH:51][N:50]=[CH:49][CH:48]=1)[CH3:46], predict the reaction product. The product is: [Cl:1][C:2]1[CH:10]=[CH:9][C:8]2[N:7](/[CH:44]=[C:45](/[C:47]3[CH:52]=[CH:51][N:50]=[CH:49][CH:48]=3)\[CH3:46])[C:6]3[CH2:11][CH2:12][N:13]([CH2:15][CH2:16][CH2:17][CH:18]([C:20]4[CH:21]=[CH:22][C:23]([F:26])=[CH:24][CH:25]=4)[OH:19])[CH2:14][C:5]=3[C:4]=2[CH:3]=1. (3) Given the reactants [CH3:1][O:2][C:3]1[CH:4]=[C:5]([CH:23]=[CH:24][C:25]=1[O:26][CH3:27])[CH2:6][CH:7]1[C:16]2[C:11](=[CH:12][C:13]([O:21][CH3:22])=[C:14]([O:17][CH:18]([CH3:20])[CH3:19])[CH:15]=2)[CH2:10][CH2:9][NH:8]1.Br[CH2:29][C:30](Br)=[O:31].[CH2:33]([NH2:40])[C:34]1[CH:39]=[CH:38][CH:37]=[CH:36][CH:35]=1, predict the reaction product. The product is: [CH3:1][O:2][C:3]1[CH:4]=[C:5]([CH:23]=[CH:24][C:25]=1[O:26][CH3:27])[CH2:6][CH:7]1[C:16]2[C:11](=[CH:12][C:13]([O:21][CH3:22])=[C:14]([O:17][CH:18]([CH3:20])[CH3:19])[CH:15]=2)[CH2:10][CH2:9][N:8]1[CH2:29][C:30]([NH:40][CH2:33][C:34]1[CH:39]=[CH:38][CH:37]=[CH:36][CH:35]=1)=[O:31]. (4) Given the reactants [F:1][C:2]1[CH:19]=[CH:18][C:5]([O:6][C:7]2[C:16]3[CH:15]=[CH:14][CH:13]=[C:12]([NH2:17])[C:11]=3[CH:10]=[CH:9][N:8]=2)=[CH:4][C:3]=1[C:20]([F:23])([F:22])[F:21].[Cl:24][C:25]1[CH:33]=[CH:32][C:31]([CH2:34][NH:35][C:36](=[O:41])[C:37]([CH3:40])([CH3:39])[CH3:38])=[CH:30][C:26]=1[C:27](O)=[O:28].C(Cl)(=O)C(Cl)=O.CCN(C(C)C)C(C)C, predict the reaction product. The product is: [Cl:24][C:25]1[CH:33]=[CH:32][C:31]([CH2:34][NH:35][C:36](=[O:41])[C:37]([CH3:39])([CH3:38])[CH3:40])=[CH:30][C:26]=1[C:27]([NH:17][C:12]1[CH:13]=[CH:14][CH:15]=[C:16]2[C:11]=1[CH:10]=[CH:9][N:8]=[C:7]2[O:6][C:5]1[CH:18]=[CH:19][C:2]([F:1])=[C:3]([C:20]([F:23])([F:21])[F:22])[CH:4]=1)=[O:28]. (5) Given the reactants [CH3:1][C:2]1[CH:7]=[CH:6][N:5]=[CH:4][C:3]=1[N:8]1[CH2:12][CH2:11][NH:10][C:9]1=[O:13].Br[C:15]1[S:16][C:17]2[CH:23]=[CH:22][CH:21]=[CH:20][C:18]=2[N:19]=1.N[C@@H]1CCCC[C@H]1N.C(=O)([O-])[O-].[K+].[K+], predict the reaction product. The product is: [S:16]1[C:17]2[CH:23]=[CH:22][CH:21]=[CH:20][C:18]=2[N:19]=[C:15]1[N:10]1[CH2:11][CH2:12][N:8]([C:3]2[CH:4]=[N:5][CH:6]=[CH:7][C:2]=2[CH3:1])[C:9]1=[O:13]. (6) Given the reactants [NH2:1][C@H:2]1[CH2:7][CH2:6][CH2:5][N:4]([CH:8]2[CH2:13][CH2:12][N:11]([C:14]([O:16][C:17]([CH3:20])([CH3:19])[CH3:18])=[O:15])[CH2:10][CH2:9]2)[C:3]1=[O:21].[F:22][C:23]1[CH:28]=[C:27]([S:29]([CH3:32])(=[O:31])=[O:30])[C:26]([F:33])=[CH:25][C:24]=1F.C([O-])([O-])=O.[Na+].[Na+], predict the reaction product. The product is: [F:22][C:23]1[CH:28]=[C:27]([S:29]([CH3:32])(=[O:31])=[O:30])[C:26]([F:33])=[CH:25][C:24]=1[NH:1][C@H:2]1[CH2:7][CH2:6][CH2:5][N:4]([CH:8]2[CH2:9][CH2:10][N:11]([C:14]([O:16][C:17]([CH3:18])([CH3:20])[CH3:19])=[O:15])[CH2:12][CH2:13]2)[C:3]1=[O:21]. (7) The product is: [Cl:26][C:23]1[N:24]=[CH:25][C:20]([CH2:19][NH:18][C:12](=[O:14])[C:11](=[N:10][NH:9][C:6]2[CH:5]=[CH:4][C:3]([C:2]([F:1])([F:17])[F:16])=[CH:8][CH:7]=2)[CH3:15])=[CH:21][CH:22]=1. Given the reactants [F:1][C:2]([F:17])([F:16])[C:3]1[CH:8]=[CH:7][C:6]([NH:9][N:10]=[C:11]([CH3:15])[C:12]([OH:14])=O)=[CH:5][CH:4]=1.[NH2:18][CH2:19][C:20]1[CH:21]=[CH:22][C:23]([Cl:26])=[N:24][CH:25]=1.Cl.CN(C)CCCN=C=NCC, predict the reaction product. (8) Given the reactants CS(C)=O.CCN(C(C)C)C(C)C.[F:14][C:15]([F:35])([C:29]1[CH:34]=[CH:33][CH:32]=[CH:31][CH:30]=1)[CH2:16][NH:17][C:18]1[C:19]([F:28])=[C:20]([CH2:25][CH2:26][OH:27])[C:21]([Cl:24])=[CH:22][CH:23]=1, predict the reaction product. The product is: [F:35][C:15]([F:14])([C:29]1[CH:30]=[CH:31][CH:32]=[CH:33][CH:34]=1)[CH2:16][NH:17][C:18]1[C:19]([F:28])=[C:20]([CH2:25][CH:26]=[O:27])[C:21]([Cl:24])=[CH:22][CH:23]=1. (9) The product is: [CH3:18][NH:19][C:6](=[O:7])[C:5]1[CH:9]=[CH:10][C:2]([CH3:1])=[CH:3][CH:4]=1. Given the reactants [CH3:1][C:2]1[CH:10]=[CH:9][C:5]([C:6](O)=[O:7])=[CH:4][CH:3]=1.C(Cl)(=O)C(Cl)=O.Cl.[CH3:18][NH2:19].Cl, predict the reaction product. (10) Given the reactants [O:1]=[C:2]1[NH:7][C:6](=[O:8])[C:5]([C:9]#[N:10])=[CH:4][N:3]1[CH2:11][CH2:12][CH2:13][CH2:14][N:15]1[CH2:20][C@H:19]2[C@:17]([C:21]3[CH:26]=[CH:25][C:24]([C:27]([F:30])([F:29])[F:28])=[CH:23][CH:22]=3)([CH2:18]2)[CH2:16]1.[ClH:31], predict the reaction product. The product is: [ClH:31].[O:1]=[C:2]1[NH:7][C:6](=[O:8])[C:5]([C:9]#[N:10])=[CH:4][N:3]1[CH2:11][CH2:12][CH2:13][CH2:14][N:15]1[CH2:20][C@H:19]2[C@:17]([C:21]3[CH:22]=[CH:23][C:24]([C:27]([F:30])([F:29])[F:28])=[CH:25][CH:26]=3)([CH2:18]2)[CH2:16]1.